Task: Predict which catalyst facilitates the given reaction.. Dataset: Catalyst prediction with 721,799 reactions and 888 catalyst types from USPTO (1) Reactant: Br[C:2]1[N:6]([S:7]([C:10]2[CH:15]=[CH:14][C:13]([CH3:16])=[CH:12][CH:11]=2)(=[O:9])=[O:8])[CH:5]=[C:4]([C:17]([O:19][CH2:20][CH3:21])=[O:18])[C:3]=1[CH3:22].[C:23]1(B(O)O)[CH:28]=[CH:27][CH:26]=[CH:25][CH:24]=1.C(=O)([O-])[O-].[Na+].[Na+]. Product: [CH3:22][C:3]1[C:4]([C:17]([O:19][CH2:20][CH3:21])=[O:18])=[CH:5][N:6]([S:7]([C:10]2[CH:15]=[CH:14][C:13]([CH3:16])=[CH:12][CH:11]=2)(=[O:9])=[O:8])[C:2]=1[C:23]1[CH:28]=[CH:27][CH:26]=[CH:25][CH:24]=1. The catalyst class is: 104. (2) Reactant: CO[C:3](=[O:30])[C:4]1[CH:9]=[C:8]([CH:10]2[CH2:14][CH2:13][O:12][CH2:11]2)[C:7]([C:15]([F:18])([F:17])[F:16])=[CH:6][C:5]=1[NH:19][C:20](OC1C=CC(Cl)=CC=1)=[O:21].[CH3:31][S:32]([NH:35][NH2:36])(=[O:34])=[O:33].CCN(C(C)C)C(C)C. Product: [O:21]=[C:20]1[N:36]([NH:35][S:32]([CH3:31])(=[O:34])=[O:33])[C:3](=[O:30])[C:4]2[C:5](=[CH:6][C:7]([C:15]([F:18])([F:17])[F:16])=[C:8]([CH:10]3[CH2:14][CH2:13][O:12][CH2:11]3)[CH:9]=2)[NH:19]1. The catalyst class is: 12. (3) Reactant: [NH2:1][C:2]1[CH:3]=[C:4]([C:9]2[CH:10]=[N:11][N:12]3[CH:17]=[CH:16][C:15]([C:18]([N:20]([C:22]4[CH:27]=[CH:26][C:25]([C:28]#[N:29])=[CH:24][N:23]=4)[CH3:21])=[O:19])=[CH:14][C:13]=23)[CH:5]=[N:6][C:7]=1[Cl:8].N1C=CC=CC=1.[CH3:36][S:37](Cl)(=[O:39])=[O:38]. Product: [Cl:8][C:7]1[N:6]=[CH:5][C:4]([C:9]2[CH:10]=[N:11][N:12]3[CH:17]=[CH:16][C:15]([C:18]([N:20]([C:22]4[CH:27]=[CH:26][C:25]([C:28]#[N:29])=[CH:24][N:23]=4)[CH3:21])=[O:19])=[CH:14][C:13]=23)=[CH:3][C:2]=1[NH:1][S:37]([CH3:36])(=[O:39])=[O:38]. The catalyst class is: 4. (4) Reactant: [NH2:1][C:2]1[CH:3]=[CH:4][C:5]([C:9]2[O:13][N:12]=[C:11]([C:14]3[C:19]([CH3:20])=[CH:18][CH:17]=[CH:16][N:15]=3)[N:10]=2)=[C:6]([OH:8])[CH:7]=1.[CH:21](=O)[C:22]1[CH:27]=[CH:26][CH:25]=[CH:24][CH:23]=1.C(O)(=O)C.[BH4-].[Na+]. The catalyst class is: 5. Product: [CH2:21]([NH:1][C:2]1[CH:3]=[CH:4][C:5]([C:9]2[O:13][N:12]=[C:11]([C:14]3[C:19]([CH3:20])=[CH:18][CH:17]=[CH:16][N:15]=3)[N:10]=2)=[C:6]([OH:8])[CH:7]=1)[C:22]1[CH:27]=[CH:26][CH:25]=[CH:24][CH:23]=1. (5) Reactant: [N:1]1([C:7]2[N:12]=[C:11]([C:13]([O:15]CC)=O)[CH:10]=[CH:9][CH:8]=2)[CH2:6][CH2:5][O:4][CH2:3][CH2:2]1.[NH3:18]. Product: [N:1]1([C:7]2[N:12]=[C:11]([C:13]([NH2:18])=[O:15])[CH:10]=[CH:9][CH:8]=2)[CH2:2][CH2:3][O:4][CH2:5][CH2:6]1. The catalyst class is: 5. (6) Reactant: [O:1]=[S:2]1(=[O:28])[C:7]2[CH:8]=[CH:9][CH:10]=[CH:11][C:6]=2[NH:5][C:4]([C:12]2[C:17](=[O:18])[N:16]([N:19]=[CH:20]C(C)C)[C:15]3[CH:24]=[CH:25][S:26][C:14]=3[C:13]=2[OH:27])=[N:3]1.[CH3:29]O.[BH4-].[Li+].Cl.O1C[CH2:37][CH2:36][CH2:35]1. Product: [O:1]=[S:2]1(=[O:28])[C:7]2[CH:8]=[CH:9][CH:10]=[CH:11][C:6]=2[NH:5][C:4]([C:12]2[C:17](=[O:18])[N:16]([NH:19][CH:20]([CH3:29])[CH2:35][CH2:36][CH3:37])[C:15]3[CH:24]=[CH:25][S:26][C:14]=3[C:13]=2[OH:27])=[N:3]1. The catalyst class is: 6. (7) Reactant: CCO.[NH2:4][N:5]1[C:9]([C:10]#[N:11])=[C:8]([C:12]2[CH:17]=[CH:16][C:15]([N+:18]([O-:20])=[O:19])=[C:14]([F:21])[CH:13]=2)[C:7]([C:22]([O:24][CH2:25][CH3:26])=[O:23])=[CH:6]1.C(O)(=O)C.[CH:31](N)=[NH:32].O. Product: [NH2:11][C:10]1[C:9]2=[C:8]([C:12]3[CH:17]=[CH:16][C:15]([N+:18]([O-:20])=[O:19])=[C:14]([F:21])[CH:13]=3)[C:7]([C:22]([O:24][CH2:25][CH3:26])=[O:23])=[CH:6][N:5]2[N:4]=[CH:31][N:32]=1. The catalyst class is: 28. (8) Reactant: [Li]CCCC.Br[C:7]1[CH:8]=[N:9][CH:10]=[CH:11][CH:12]=1.[CH:13](=[O:20])[C:14]1[CH:19]=[CH:18][CH:17]=[N:16][CH:15]=1. Product: [N:9]1[CH:10]=[CH:11][CH:12]=[C:7]([CH:13]([C:14]2[CH:15]=[N:16][CH:17]=[CH:18][CH:19]=2)[OH:20])[CH:8]=1. The catalyst class is: 28. (9) Reactant: [F:1][C:2]([F:38])([F:37])[C:3]([C:12]1[CH:13]=[C:14]([CH:21]=[CH:22][C:23]=1[Sn:24]([CH2:33][CH2:34][CH2:35][CH3:36])([CH2:29][CH2:30][CH2:31][CH3:32])[CH2:25][CH2:26][CH2:27][CH3:28])[CH2:15][N:16](C)[CH2:17]C=C)([O:8][CH2:9][O:10][CH3:11])[C:4]([F:7])([F:6])[F:5]. Product: [F:38][C:2]([F:1])([F:37])[C:3]([C:12]1[CH:13]=[C:14]([CH2:15][NH:16][CH3:17])[CH:21]=[CH:22][C:23]=1[Sn:24]([CH2:33][CH2:34][CH2:35][CH3:36])([CH2:29][CH2:30][CH2:31][CH3:32])[CH2:25][CH2:26][CH2:27][CH3:28])([O:8][CH2:9][O:10][CH3:11])[C:4]([F:7])([F:6])[F:5]. The catalyst class is: 668.